Dataset: Catalyst prediction with 721,799 reactions and 888 catalyst types from USPTO. Task: Predict which catalyst facilitates the given reaction. Reactant: Cl.[Cl:2][C:3]1[CH:4]=[CH:5][C:6]([O:20][CH2:21][CH:22]([CH3:24])[CH3:23])=[C:7]([CH2:9][C:10]2[N:15]=[C:14]([C:16](=[NH:19])OC)[CH:13]=[CH:12][CH:11]=2)[CH:8]=1.[NH2:25][C:26]1[CH:27]=[C:28]([CH:33]=[CH:34][C:35]=1N)[C:29]([O:31][CH3:32])=[O:30]. Product: [Cl:2][C:3]1[CH:4]=[CH:5][C:6]([O:20][CH2:21][CH:22]([CH3:23])[CH3:24])=[C:7]([CH2:9][C:10]2[N:15]=[C:14]([C:16]3[NH:19][C:35]4[CH:34]=[CH:33][C:28]([C:29]([O:31][CH3:32])=[O:30])=[CH:27][C:26]=4[N:25]=3)[CH:13]=[CH:12][CH:11]=2)[CH:8]=1. The catalyst class is: 8.